Dataset: Full USPTO retrosynthesis dataset with 1.9M reactions from patents (1976-2016). Task: Predict the reactants needed to synthesize the given product. (1) Given the product [C:1]1([O:7][C:8](=[O:33])[N:9]([C:19]2[CH:24]=[C:23]([O:25][C:26]3[CH:27]=[CH:28][C:29]([NH:32][C:76]([C:34]4([C:37](=[O:39])[NH:56][C:57]5[CH:62]=[CH:61][C:60]([F:47])=[CH:59][CH:58]=5)[CH2:35][CH2:36]4)=[O:77])=[CH:30][CH:31]=3)[CH:22]=[CH:21][N:20]=2)[C:10]([O:12][C:13]2[CH:14]=[CH:15][CH:16]=[CH:17][CH:18]=2)=[O:11])[CH:6]=[CH:5][CH:4]=[CH:3][CH:2]=1, predict the reactants needed to synthesize it. The reactants are: [C:1]1([O:7][C:8](=[O:33])[N:9]([C:19]2[CH:24]=[C:23]([O:25][C:26]3[CH:31]=[CH:30][C:29]([NH2:32])=[CH:28][CH:27]=3)[CH:22]=[CH:21][N:20]=2)[C:10]([O:12][C:13]2[CH:18]=[CH:17][CH:16]=[CH:15][CH:14]=2)=[O:11])[CH:6]=[CH:5][CH:4]=[CH:3][CH:2]=1.[CH:34]1([C:37]([OH:39])=O)[CH2:36][CH2:35]1.C(N(CC)CC)C.[F:47][P-](F)(F)(F)(F)F.N1(O[P+](N(C)C)(N(C)C)N(C)C)[C:58]2[CH:59]=[CH:60][CH:61]=[CH:62][C:57]=2[N:56]=N1.CN(C)[CH:76]=[O:77]. (2) Given the product [ClH:24].[NH2:21][C:13]1[C:14]([C:15]2[CH:20]=[CH:19][CH:18]=[CH:17][N:16]=2)=[C:9]2[N:8]=[CH:7][C:6]([C:4]([OH:5])=[O:3])=[CH:11][N:10]2[N:12]=1, predict the reactants needed to synthesize it. The reactants are: C([O:3][C:4]([C:6]1[CH:7]=[N:8][C:9]2[N:10]([N:12]=[C:13]([NH2:21])[C:14]=2[C:15]2[CH:20]=[CH:19][CH:18]=[CH:17][N:16]=2)[CH:11]=1)=[O:5])C.[OH-].[K+].[ClH:24].CCOCC. (3) Given the product [CH2:1]([N:5]1[C:14](=[O:15])[C:13]([C:16]#[N:17])=[C:12]2[C:7]([CH2:8][CH2:9][CH2:10][CH2:11]2)=[CH:6]1)[CH2:2][CH2:3][CH3:4], predict the reactants needed to synthesize it. The reactants are: [CH2:1]([N:5]1[C:14](=[O:15])[C:13]([C:16]#[N:17])=[C:12]2[C:7]([C:8](=O)[CH2:9][CH2:10][CH2:11]2)=[CH:6]1)[CH2:2][CH2:3][CH3:4].[Na].C(=O)([O-])O.[Na+]. (4) Given the product [Cl:14][C:7]1[C:2]([CH3:12])([CH3:1])[O:3][C:4]([CH3:11])([CH3:10])[C:5](=[O:9])[CH:6]=1, predict the reactants needed to synthesize it. The reactants are: [CH3:1][C:2]1([CH3:12])[C:7](=O)[CH2:6][C:5](=[O:9])[C:4]([CH3:11])([CH3:10])[O:3]1.P(Cl)(Cl)(Cl)(Cl)[Cl:14]. (5) Given the product [F:11][C:12]1[CH:20]=[CH:19][C:18]([C:2]#[C:1][C:3]2[CH:4]=[N:5][CH:6]=[C:7]([O:9][CH3:10])[CH:8]=2)=[CH:17][C:13]=1[C:14]([NH2:16])=[O:15], predict the reactants needed to synthesize it. The reactants are: [C:1]([C:3]1[CH:4]=[N:5][CH:6]=[C:7]([O:9][CH3:10])[CH:8]=1)#[CH:2].[F:11][C:12]1[CH:20]=[CH:19][C:18](I)=[CH:17][C:13]=1[C:14]([NH2:16])=[O:15].C(N(CC)CC)C. (6) Given the product [F:1][C:2]1[CH:21]=[CH:20][CH:19]=[CH:18][C:3]=1[C:4]([NH:6][C:7]1[CH:12]=[CH:11][C:10]([C:13]([NH:15][NH:16][C:23]([NH:22][CH2:25][CH2:26][CH2:27][CH2:28][N:29]2[CH2:30][CH2:31][O:32][CH2:33][CH2:34]2)=[S:24])=[O:14])=[C:9]([F:17])[CH:8]=1)=[O:5], predict the reactants needed to synthesize it. The reactants are: [F:1][C:2]1[CH:21]=[CH:20][CH:19]=[CH:18][C:3]=1[C:4]([NH:6][C:7]1[CH:12]=[CH:11][C:10]([C:13]([NH:15][NH2:16])=[O:14])=[C:9]([F:17])[CH:8]=1)=[O:5].[N:22]([CH2:25][CH2:26][CH2:27][CH2:28][N:29]1[CH2:34][CH2:33][O:32][CH2:31][CH2:30]1)=[C:23]=[S:24]. (7) Given the product [Br:14][C:12]1[C:13]2[NH:1][C:4]([C:5]([O:7][CH2:15][CH3:20])=[O:6])=[CH:8][C:9]=2[S:10][CH:11]=1, predict the reactants needed to synthesize it. The reactants are: [N:1](/[C:4](=[CH:8]\[C:9]1[S:10][CH:11]=[C:12]([Br:14])[CH:13]=1)/[C:5]([O-:7])=[O:6])=[N+]=[N-].[C:15]1(C)C(C)=CC=C[CH:20]=1.